From a dataset of HIV replication inhibition screening data with 41,000+ compounds from the AIDS Antiviral Screen. Binary Classification. Given a drug SMILES string, predict its activity (active/inactive) in a high-throughput screening assay against a specified biological target. The drug is Cc1nn(C(=O)c2ccccc2O)c2c1C(c1ccc(O)cc1)SC(=N)N2. The result is 0 (inactive).